Predict the product of the given reaction. From a dataset of Forward reaction prediction with 1.9M reactions from USPTO patents (1976-2016). Given the reactants C([O:8][C:9]1[C:10]([C:27]([O:29][CH3:30])=[O:28])=[N:11][N:12]2[CH2:17][CH2:16][N:15]([CH2:18][C:19]3[CH:24]=[CH:23][C:22]([F:25])=[CH:21][CH:20]=3)[C:14](=[O:26])[C:13]=12)C1C=CC=CC=1, predict the reaction product. The product is: [F:25][C:22]1[CH:21]=[CH:20][C:19]([CH2:18][N:15]2[CH2:16][CH2:17][N:12]3[N:11]=[C:10]([C:27]([O:29][CH3:30])=[O:28])[C:9]([OH:8])=[C:13]3[C:14]2=[O:26])=[CH:24][CH:23]=1.